Dataset: Reaction yield outcomes from USPTO patents with 853,638 reactions. Task: Predict the reaction yield, written as a fraction of the theoretical maximum amount of product (1.0 means a 100% yield; for example, 0.34 means a 34% yield). (1) The reactants are [C:1]1(B(O)O)[CH:6]=[CH:5][CH:4]=[CH:3][CH:2]=1.[F-].[K+].Br[C:13]1[CH:18]=[CH:17][C:16]([OH:19])=[CH:15][CH:14]=1. The catalyst is C([O-])(=O)C.[Pd+2].C([O-])(=O)C.C(P(C(C)(C)C)C1C=CC=CC=1C1C=CC=CC=1)(C)(C)C. The product is [OH:19][C:16]1[CH:17]=[CH:18][C:13]([C:1]2[CH:6]=[CH:5][CH:4]=[CH:3][CH:2]=2)=[CH:14][CH:15]=1. The yield is 0.910. (2) The reactants are [CH3:1][C:2]1[NH:3][CH:4]=[C:5]([CH3:12])[C:6]=1[CH2:7][CH2:8][C:9]([OH:11])=O.C(N1C=CN=C1)(N1C=CN=C1)=O.[NH:25]1[CH2:30][CH2:29][O:28][CH2:27][CH2:26]1.C(N(CC)C(C)C)(C)C. The catalyst is ClCCl. The product is [CH3:1][C:2]1[NH:3][CH:4]=[C:5]([CH3:12])[C:6]=1[CH2:7][CH2:8][C:9]([N:25]1[CH2:30][CH2:29][O:28][CH2:27][CH2:26]1)=[O:11]. The yield is 0.960. (3) The reactants are [CH3:1][C:2]1[C:10]2[C:5](=[CH:6][C:7]([N+:11]([O-:13])=[O:12])=[CH:8][CH:9]=2)[NH:4][N:3]=1.C(Cl)Cl.[CH3:17][C:18]([O:21][C:22](O[C:22]([O:21][C:18]([CH3:20])([CH3:19])[CH3:17])=[O:23])=[O:23])([CH3:20])[CH3:19]. The catalyst is CN(C1C=CN=CC=1)C.CCCCCCC. The product is [CH3:1][C:2]1[C:10]2[C:5](=[CH:6][C:7]([N+:11]([O-:13])=[O:12])=[CH:8][CH:9]=2)[N:4]([C:22]([O:21][C:18]([CH3:20])([CH3:19])[CH3:17])=[O:23])[N:3]=1. The yield is 0.950. (4) The reactants are [Cl:1][C:2]1[C:7]([O:8][CH3:9])=[CH:6][C:5]([O:10][CH3:11])=[C:4]([F:12])[C:3]=1[CH2:13][C:14]#[N:15].C([O-])([O-])=O.[K+].[K+].C([O-])([O-])=O.[Cs+].[Cs+].[NH2:28][C:29]1[C:34]([CH:35]=O)=[CH:33][N:32]=[C:31]([S:37][CH3:38])[N:30]=1. The catalyst is CN(C=O)C.O. The product is [Cl:1][C:2]1[C:7]([O:8][CH3:9])=[CH:6][C:5]([O:10][CH3:11])=[C:4]([F:12])[C:3]=1[C:13]1[C:14](=[NH:15])[NH:28][C:29]2[N:30]=[C:31]([S:37][CH3:38])[N:32]=[CH:33][C:34]=2[CH:35]=1. The yield is 0.590. (5) The reactants are C([O:3][C:4](=[O:20])[CH2:5][CH:6]([N:10]1[C:14]2[CH:15]=[CH:16][CH:17]=[CH:18][C:13]=2[NH:12][C:11]1=[O:19])CCC)C.C(OC([N:28]1[C:36]2[C:31](=[C:32]([Cl:37])[CH:33]=[CH:34][CH:35]=2)[C:30]([CH2:38]O)=[CH:29]1)=O)(C)(C)C.CC(OC(/N=N/C(OC(C)C)=O)=O)C. The catalyst is C1COCC1. The product is [Cl:37][C:32]1[CH:33]=[CH:34][CH:35]=[C:36]2[C:31]=1[C:30]([CH2:38][N:12]1[C:13]3[CH:18]=[CH:17][CH:16]=[CH:15][C:14]=3[N:10]([CH2:6][CH2:5][C:4]([OH:3])=[O:20])[C:11]1=[O:19])=[CH:29][NH:28]2. The yield is 0.0700. (6) The reactants are [NH2:1][C:2]1[CH:6]=[CH:5][NH:4][N:3]=1.[Cl:7][CH2:8][CH2:9][CH2:10][N:11]=[C:12]=[O:13].[N-]=[C:15]=O.[CH2:17]([Cl:19])Cl.[CH3:20][N:21]([CH:23]=[O:24])C. No catalyst specified. The product is [Cl:7][CH2:8][CH2:9][CH2:10][NH:11][C:12]([N:4]1[CH:5]=[CH:6][C:2]([NH:1][C:23]([NH:21][CH2:20][CH2:15][CH2:17][Cl:19])=[O:24])=[N:3]1)=[O:13]. The yield is 0.320.